This data is from NCI-60 drug combinations with 297,098 pairs across 59 cell lines. The task is: Regression. Given two drug SMILES strings and cell line genomic features, predict the synergy score measuring deviation from expected non-interaction effect. (1) Drug 1: C1=NC2=C(N1)C(=S)N=C(N2)N. Drug 2: CC1CCC2CC(C(=CC=CC=CC(CC(C(=O)C(C(C(=CC(C(=O)CC(OC(=O)C3CCCCN3C(=O)C(=O)C1(O2)O)C(C)CC4CCC(C(C4)OC)O)C)C)O)OC)C)C)C)OC. Cell line: A549. Synergy scores: CSS=41.9, Synergy_ZIP=-6.16, Synergy_Bliss=-8.00, Synergy_Loewe=-6.41, Synergy_HSA=-2.95. (2) Cell line: HT29. Synergy scores: CSS=36.2, Synergy_ZIP=1.62, Synergy_Bliss=-0.244, Synergy_Loewe=-2.44, Synergy_HSA=-1.97. Drug 2: CC(CN1CC(=O)NC(=O)C1)N2CC(=O)NC(=O)C2. Drug 1: C1CCN(CC1)CCOC2=CC=C(C=C2)C(=O)C3=C(SC4=C3C=CC(=C4)O)C5=CC=C(C=C5)O. (3) Cell line: SNB-19. Synergy scores: CSS=32.4, Synergy_ZIP=-5.04, Synergy_Bliss=-0.340, Synergy_Loewe=2.09, Synergy_HSA=2.91. Drug 1: C1CC(C1)(C(=O)O)C(=O)O.[NH2-].[NH2-].[Pt+2]. Drug 2: C1CN(CCN1C(=O)CCBr)C(=O)CCBr. (4) Drug 1: C1=CC(=CC=C1CC(C(=O)O)N)N(CCCl)CCCl.Cl. Drug 2: CC1CCCC2(C(O2)CC(NC(=O)CC(C(C(=O)C(C1O)C)(C)C)O)C(=CC3=CSC(=N3)C)C)C. Cell line: U251. Synergy scores: CSS=15.8, Synergy_ZIP=-7.21, Synergy_Bliss=-2.31, Synergy_Loewe=-3.99, Synergy_HSA=-2.47.